The task is: Predict the reactants needed to synthesize the given product.. This data is from Full USPTO retrosynthesis dataset with 1.9M reactions from patents (1976-2016). Given the product [CH3:35][N:23]([CH3:22])[C@@H:24]([CH2:28][C:29]1[CH:34]=[CH:33][CH:32]=[CH:31][CH:30]=1)[C:25]([NH:1][C:2]1[CH:3]=[C:4]2[C:20](=[O:21])[NH:19][N:18]=[CH:17][C:6]3=[C:7]([C:11]4[CH:12]=[CH:13][CH:14]=[CH:15][CH:16]=4)[NH:8][C:9]([CH:10]=1)=[C:5]23)=[O:26], predict the reactants needed to synthesize it. The reactants are: [NH2:1][C:2]1[CH:3]=[C:4]2[C:20](=[O:21])[NH:19][N:18]=[CH:17][C:6]3=[C:7]([C:11]4[CH:16]=[CH:15][CH:14]=[CH:13][CH:12]=4)[NH:8][C:9]([CH:10]=1)=[C:5]23.[CH3:22][N:23]([CH3:35])[C@@H:24]([CH2:28][C:29]1[CH:34]=[CH:33][CH:32]=[CH:31][CH:30]=1)[C:25](O)=[O:26].C(N(CC)CC)C.F[P-](F)(F)(F)(F)F.N1(OC(N(C)C)=[N+](C)C)C2N=CC=CC=2N=N1.